Dataset: Reaction yield outcomes from USPTO patents with 853,638 reactions. Task: Predict the reaction yield, written as a fraction of the theoretical maximum amount of product (1.0 means a 100% yield; for example, 0.34 means a 34% yield). (1) The reactants are [C:1]([O:5][C:6]([N:8]1[CH2:12][CH2:11][CH2:10][CH:9]1[C:13]1[NH:14][C:15]([C:18]2[CH:23]=[CH:22][C:21](Br)=[CH:20][CH:19]=2)=[CH:16][N:17]=1)=[O:7])([CH3:4])([CH3:3])[CH3:2].B1(B2OC(C)(C)C(C)(C)O2)OC(C)(C)C(C)(C)O1.CC([O-])=O.[K+].[C:48]([O:52][C:53]([N:55]1[CH2:59][CH2:58][CH2:57][CH:56]1[C:60]1[NH:61][C:62]([C:65]2[CH:74]=[CH:73][C:72]3[C:67](=[CH:68][CH:69]=[C:70](Br)[CH:71]=3)[CH:66]=2)=[CH:63][N:64]=1)=[O:54])([CH3:51])([CH3:50])[CH3:49].[O-]P([O-])([O-])=O.[K+].[K+].[K+]. The catalyst is O1CCOCC1.C1C=CC(P(C2C=CC=CC=2)[C-]2C=CC=C2)=CC=1.C1C=CC(P(C2C=CC=CC=2)[C-]2C=CC=C2)=CC=1.Cl[Pd]Cl.[Fe+2]. The product is [C:48]([O:52][C:53]([N:55]1[CH2:59][CH2:58][CH2:57][CH:56]1[C:60]1[NH:61][C:62]([C:65]2[CH:74]=[CH:73][C:72]3[C:67](=[CH:68][CH:69]=[C:70]([C:21]4[CH:20]=[CH:19][C:18]([C:15]5[NH:14][C:13]([CH:9]6[CH2:10][CH2:11][CH2:12][N:8]6[C:6]([O:5][C:1]([CH3:4])([CH3:3])[CH3:2])=[O:7])=[N:17][CH:16]=5)=[CH:23][CH:22]=4)[CH:71]=3)[CH:66]=2)=[CH:63][N:64]=1)=[O:54])([CH3:51])([CH3:50])[CH3:49]. The yield is 0.100. (2) The reactants are CO.[NH2:3][C:4]1[C:9]([C:10]2[O:14][N:13]=[C:12]([CH2:15][C:16]3[CH:21]=[CH:20][C:19]([OH:22])=[CH:18][CH:17]=3)[CH:11]=2)=[CH:8][CH:7]=[C:6]([NH2:23])[N:5]=1.[OH-].[Na+].[Cl:26][C:27]1[CH:32]=[N:31][CH:30]=[C:29](Cl)[N:28]=1. The catalyst is CN(C)C=O. The product is [Cl:26][C:27]1[N:28]=[C:29]([O:22][C:19]2[CH:20]=[CH:21][C:16]([CH2:15][C:12]3[CH:11]=[C:10]([C:9]4[C:4]([NH2:3])=[N:5][C:6]([NH2:23])=[CH:7][CH:8]=4)[O:14][N:13]=3)=[CH:17][CH:18]=2)[CH:30]=[N:31][CH:32]=1. The yield is 0.670. (3) The product is [F:1][C:2]1[CH:11]=[C:10]2[C:5]([CH:6]=[C:7]([OH:17])[CH:8]=[N:9]2)=[CH:4][C:3]=1[O:13][CH3:14]. The reactants are [F:1][C:2]1[CH:11]=[C:10]2[C:5]([CH:6]=[C:7](N)[CH:8]=[N:9]2)=[CH:4][C:3]=1[O:13][CH3:14].Cl.N([O-])=[O:17].[Na+].S(=O)(=O)(O)O.C(=O)([O-])O.[Na+]. The yield is 0.720. The catalyst is O. (4) The yield is 0.930. The catalyst is C(O)C.[Zn]. The reactants are [CH:1]1([N:5]2[CH2:11][CH2:10][C:9]3[CH:12]=[C:13]([CH:16](S(C4C=CC=CC=4)(=O)=O)[C:17](=[O:29])[CH2:18][CH:19]4[CH2:24][CH2:23][N:22]([C:25](=[O:28])[CH2:26][CH3:27])[CH2:21][CH2:20]4)[CH:14]=[CH:15][C:8]=3[CH2:7][CH2:6]2)[CH2:4][CH2:3][CH2:2]1.[Cl-].[NH4+].C(O)(=O)C.[OH-].[Na+]. The product is [CH:1]1([N:5]2[CH2:11][CH2:10][C:9]3[CH:12]=[C:13]([CH2:16][C:17](=[O:29])[CH2:18][CH:19]4[CH2:20][CH2:21][N:22]([C:25](=[O:28])[CH2:26][CH3:27])[CH2:23][CH2:24]4)[CH:14]=[CH:15][C:8]=3[CH2:7][CH2:6]2)[CH2:4][CH2:3][CH2:2]1. (5) The reactants are [N:1]1[C:10]2[C:5](=[CH:6][C:7]([C:11]([OH:13])=O)=[CH:8][CH:9]=2)[CH:4]=[CH:3][CH:2]=1.[CH3:14][C:15]([CH3:27])=[CH:16][CH2:17][O:18][C:19]1[CH:20]=[C:21]([CH:24]=[CH:25][CH:26]=1)[CH2:22][NH2:23].F[P-](F)(F)(F)(F)F.N1([P+](N(C)C)(N(C)C)N(C)C)C2C=CC=CC=2N=N1.C(N(CC)CC)C. The catalyst is O1CCCC1. The product is [CH3:14][C:15]([CH3:27])=[CH:16][CH2:17][O:18][C:19]1[CH:20]=[C:21]([CH:24]=[CH:25][CH:26]=1)[CH2:22][NH:23][C:11]([C:7]1[CH:6]=[C:5]2[C:10](=[CH:9][CH:8]=1)[N:1]=[CH:2][CH:3]=[CH:4]2)=[O:13]. The yield is 0.801. (6) The reactants are [Br:1][C:2]1[C:14](=[O:15])[N:13]([CH:16]2[CH2:20][CH2:19][CH2:18][CH2:17]2)[C:5]2[N:6]=[C:7](S(C)=O)[N:8]=[CH:9][C:4]=2[C:3]=1[CH3:21].[C:22]([O:26][C:27]([N:29]1[CH2:34][CH2:33][N:32]([C:35]2[CH:36]=[N:37][C:38]([NH2:41])=[CH:39][CH:40]=2)[CH2:31][CH2:30]1)=[O:28])([CH3:25])([CH3:24])[CH3:23].CO.C(Cl)Cl. The catalyst is C1(C)C=CC=CC=1. The product is [C:22]([O:26][C:27]([N:29]1[CH2:34][CH2:33][N:32]([C:35]2[CH:36]=[N:37][C:38]([NH:41][C:7]3[N:8]=[CH:9][C:4]4[C:3]([CH3:21])=[C:2]([Br:1])[C:14](=[O:15])[N:13]([CH:16]5[CH2:20][CH2:19][CH2:18][CH2:17]5)[C:5]=4[N:6]=3)=[CH:39][CH:40]=2)[CH2:31][CH2:30]1)=[O:28])([CH3:25])([CH3:23])[CH3:24]. The yield is 0.380. (7) The reactants are [C:1]([C:5]1[CH:10]=[CH:9][C:8]([N+:11]([O-:13])=[O:12])=[CH:7][C:6]=1[OH:14])([CH3:4])([CH3:3])[CH3:2].[C:15]([O-])([O-])=O.[K+].[K+].CI. The catalyst is CN(C=O)C.O. The product is [C:1]([C:5]1[CH:10]=[CH:9][C:8]([N+:11]([O-:13])=[O:12])=[CH:7][C:6]=1[O:14][CH3:15])([CH3:4])([CH3:2])[CH3:3]. The yield is 0.760. (8) The reactants are Br[C:2]1[C:19]([NH:20][C:21](=[O:27])[CH2:22][C:23]([CH3:26])([CH3:25])[CH3:24])=[C:18]([CH3:28])[C:5]2[CH:6]([C:9]3[CH:14]=[CH:13][C:12]([CH:15]([CH3:17])[CH3:16])=[CH:11][CH:10]=3)[CH2:7][O:8][C:4]=2[C:3]=1[CH3:29].CCCCCC.[C:36](OCC)(=[O:38])C. No catalyst specified. The product is [CH:15]([C:12]1[CH:11]=[CH:10][C:9]([CH:6]2[C:5]3[C:18]([CH3:28])=[C:19]([NH:20][C:21](=[O:27])[CH2:22][C:23]([CH3:24])([CH3:25])[CH3:26])[C:2]([O:38][CH3:36])=[C:3]([CH3:29])[C:4]=3[O:8][CH2:7]2)=[CH:14][CH:13]=1)([CH3:17])[CH3:16]. The yield is 0.370. (9) The reactants are [F:1][C:2]([F:22])([F:21])[C:3]1[CH:4]=[C:5]([CH:14]=[C:15]([C:17]([F:20])([F:19])[F:18])[CH:16]=1)[CH2:6][N:7]1[C:11](=[O:12])[CH2:10][S:9][C:8]1=[O:13].C1(C)C=CC=CC=1.[Cl:30][C:31]1[CH:38]=[C:35]([CH:36]=O)[C:34]([OH:39])=[CH:33][CH:32]=1. The catalyst is N1CCCCC1.C(O)(=O)C.O. The product is [Cl:30][C:31]1[CH:32]=[CH:33][C:34]([OH:39])=[C:35]([CH:38]=1)[CH:36]=[C:10]1[S:9][C:8](=[O:13])[N:7]([CH2:6][C:5]2[CH:4]=[C:3]([C:2]([F:1])([F:21])[F:22])[CH:16]=[C:15]([C:17]([F:18])([F:19])[F:20])[CH:14]=2)[C:11]1=[O:12]. The yield is 0.620.